From a dataset of Catalyst prediction with 721,799 reactions and 888 catalyst types from USPTO. Predict which catalyst facilitates the given reaction. (1) Reactant: [F:1][C:2]1[C:7]([CH:8]=[O:9])=[C:6]([OH:10])[C:5]([O:11][CH3:12])=[CH:4][CH:3]=1.C1COCC1.[BH4-].[Na+].Cl. Product: [F:1][C:2]1[C:7]([CH2:8][OH:9])=[C:6]([OH:10])[C:5]([O:11][CH3:12])=[CH:4][CH:3]=1. The catalyst class is: 8. (2) Reactant: [CH2:1]([OH:23])[C@H:2]1[O:7][C@@H:6]([O:8][C@H:9]2[C@H:14]([OH:15])[C@@H:13]([OH:16])[C@H:12]([OH:17])[O:11][C@@H:10]2[CH2:18][OH:19])[C@H:5]([OH:20])[C@@H:4]([OH:21])[C@@H:3]1[OH:22].CN1[C:29](=O)[CH2:28][CH2:27][CH2:26]1.[OH-].[Na+]. Product: [CH2:1]([OH:23])[C@H:2]1[O:7][C@@H:6]([O:8][C@H:9]2[C@H:14]([OH:15])[C@@H:13]([OH:16])[C@H:12]([OH:17])[O:11][C@@H:10]2[CH2:18][OH:19])[C@H:5]([OH:20])[C@@H:4]([OH:21])[C@@H:3]1[OH:22].[C:12]([O-:11])(=[O:17])[CH2:13][CH2:14][CH2:9][CH2:10][CH2:18][CH2:29][CH2:28][CH2:27][CH2:26][CH2:1][CH2:2][CH2:3][CH2:4][CH2:5][CH3:6]. The catalyst class is: 32. (3) Reactant: [OH:1][NH:2][C:3]([CH3:10])([C:5]([NH:8][OH:9])([CH3:7])[CH3:6])[CH3:4].[CH3:11][O:12][C:13]1[CH:20]=[CH:19][C:16]([CH:17]=O)=[CH:15][CH:14]=1. Product: [OH:1][N:2]1[C:3]([CH3:10])([CH3:4])[C:5]([CH3:7])([CH3:6])[N:8]([OH:9])[CH:17]1[C:16]1[CH:19]=[CH:20][C:13]([O:12][CH3:11])=[CH:14][CH:15]=1. The catalyst class is: 5. (4) Reactant: [NH:1]1[C:9]2[C:4](=[CH:5][CH:6]=[CH:7][CH:8]=2)[C:3]([C:10]2[C:11](=[O:28])[NH:12][C:13](=[O:27])[C:14]=2[C:15]2[C:25]3=[C:26]4[C:21](=[CH:22][CH:23]=[CH:24]3)S[CH2:19][CH2:18][N:17]4[CH:16]=2)=[CH:2]1.ClC1C=CC=C(C(OO)=O)C=1.[S:40](=[O:43])(O)[O-:41].[Na+].C(=O)(O)[O-].[Na+]. The catalyst class is: 4. Product: [NH:1]1[C:9]2[C:4](=[CH:5][CH:6]=[CH:7][CH:8]=2)[C:3]([C:10]2[C:11](=[O:28])[NH:12][C:13](=[O:27])[C:14]=2[C:15]2[C:25]3=[C:26]4[C:21](=[CH:22][CH:23]=[CH:24]3)[S:40](=[O:43])(=[O:41])[CH2:19][CH2:18][N:17]4[CH:16]=2)=[CH:2]1. (5) Reactant: [F:1][C:2]1[CH:10]=[C:9]2[C:5]([CH:6]=[CH:7][N:8]2[Si](C(C)C)(C(C)C)C(C)C)=[CH:4][C:3]=1[C:21]([O:23][CH2:24][CH3:25])=[O:22].CCCC[N+](CCCC)(CCCC)CCCC.[F-].O.C(OCC)(=O)C. Product: [F:1][C:2]1[CH:10]=[C:9]2[C:5]([CH:6]=[CH:7][NH:8]2)=[CH:4][C:3]=1[C:21]([O:23][CH2:24][CH3:25])=[O:22]. The catalyst class is: 1.